Dataset: Full USPTO retrosynthesis dataset with 1.9M reactions from patents (1976-2016). Task: Predict the reactants needed to synthesize the given product. Given the product [C:28]1([CH3:38])[CH:33]=[CH:32][C:31]([S:34]([O:15][CH2:14][CH2:13][CH2:12][C:10]2[N:11]=[C:7]([C:4]3[CH:5]=[CH:6][C:1]([CH3:20])=[CH:2][CH:3]=3)[O:8][C:9]=2[C:16]([F:18])([F:19])[F:17])(=[O:36])=[O:35])=[CH:30][CH:29]=1, predict the reactants needed to synthesize it. The reactants are: [C:1]1([CH3:20])[CH:6]=[CH:5][C:4]([C:7]2[O:8][C:9]([C:16]([F:19])([F:18])[F:17])=[C:10]([CH2:12][CH2:13][CH2:14][OH:15])[N:11]=2)=[CH:3][CH:2]=1.C(N(CC)CC)C.[C:28]1([CH3:38])[CH:33]=[CH:32][C:31]([S:34](Cl)(=[O:36])=[O:35])=[CH:30][CH:29]=1.C(OCC)(=O)C.